From a dataset of Forward reaction prediction with 1.9M reactions from USPTO patents (1976-2016). Predict the product of the given reaction. (1) Given the reactants [Br:1][CH2:2][CH2:3][CH2:4][CH2:5][CH2:6][C:7](Cl)=[O:8].[F:10][C:11]1[CH:17]=[C:16]([F:18])[CH:15]=[C:14]([F:19])[C:12]=1[NH2:13].C(N(CC)CC)C, predict the reaction product. The product is: [Br:1][CH2:2][CH2:3][CH2:4][CH2:5][CH2:6][C:7]([NH:13][C:12]1[C:11]([F:10])=[CH:17][C:16]([F:18])=[CH:15][C:14]=1[F:19])=[O:8]. (2) Given the reactants C([Li])CCC.[CH3:6][O:7][C:8]1[CH:9]=[CH:10][C:11]2[CH:15]=[CH:14][S:13][C:12]=2[CH:16]=1.[CH2:17]1[O:19][CH2:18]1.Cl, predict the reaction product. The product is: [CH3:6][O:7][C:8]1[CH:9]=[CH:10][C:11]2[CH:15]=[C:14]([CH2:17][CH2:18][OH:19])[S:13][C:12]=2[CH:16]=1. (3) The product is: [CH3:5][C:2]([C:6]1([OH:21])[CH2:10][CH2:9][NH:8][CH2:7]1)([CH3:1])[CH2:3][CH3:4]. Given the reactants [CH3:1][C:2]([C:6]1([OH:21])[CH2:10][CH2:9][N:8](C(OCC2C=CC=CC=2)=O)[CH2:7]1)([CH3:5])[CH:3]=[CH2:4], predict the reaction product. (4) Given the reactants P(Cl)(Cl)(Cl)(Cl)Cl.[CH:7]([N:10]1[CH2:15]N(C(C)C)CN(C(C)C)[CH2:11]1)([CH3:9])[CH3:8].[Cl:22][C:23]1[CH:28]=[CH:27][C:26]([NH:29][C:30]([NH:32][C:33](=[O:42])[C:34]2[C:39]([F:40])=[CH:38][CH:37]=[CH:36][C:35]=2[F:41])=[O:31])=[CH:25][CH:24]=1.C(N(CC)CC)C.[OH-].[Na+], predict the reaction product. The product is: [Cl:22][C:23]1[CH:28]=[CH:27][C:26]([N:29]2[CH2:15][N:10]([CH:7]([CH3:9])[CH3:8])[CH2:11][N:32]([C:33](=[O:42])[C:34]3[C:39]([F:40])=[CH:38][CH:37]=[CH:36][C:35]=3[F:41])[C:30]2=[O:31])=[CH:25][CH:24]=1. (5) Given the reactants [I:1][C:2]1[CH:7]=[CH:6][C:5]([CH2:8][N:9]2[CH:13]=[CH:12][C:11]([N:14]3C(=O)C4C(=CC=CC=4)C3=O)=[N:10]2)=[C:4]([C:25]([F:28])([F:27])[F:26])[CH:3]=1.O.NN, predict the reaction product. The product is: [I:1][C:2]1[CH:7]=[CH:6][C:5]([CH2:8][N:9]2[CH:13]=[CH:12][C:11]([NH2:14])=[N:10]2)=[C:4]([C:25]([F:26])([F:28])[F:27])[CH:3]=1. (6) Given the reactants [OH:1][C@H:2]1[C:11]2[CH:10]=[CH:9][N:8]3[CH:12]=[C:13]([CH3:15])[N:14]=[C:7]3[C:6]=2[NH:5][C@H:4]([C:16]2[CH:21]=[CH:20][CH:19]=[CH:18][CH:17]=2)[C@H:3]1[OH:22].[C:23]1(C)C=CC(S(O)(=O)=O)=CC=1.CC(C)=O, predict the reaction product. The product is: [OH:22][C@H:3]1[C@@H:2]([O:1][CH3:23])[C:11]2[CH:10]=[CH:9][N:8]3[CH:12]=[C:13]([CH3:15])[N:14]=[C:7]3[C:6]=2[NH:5][C@@H:4]1[C:16]1[CH:21]=[CH:20][CH:19]=[CH:18][CH:17]=1. (7) Given the reactants [CH3:1][O:2][C:3]1[CH:8]=[C:7]([N+:9]([O-:11])=[O:10])[CH:6]=[CH:5][C:4]=1[C:12]1[NH:16][N:15]=[CH:14][CH:13]=1.CS(O[CH2:22][CH2:23][NH:24]C(OC(C)(C)C)=O)(=O)=O, predict the reaction product. The product is: [CH3:1][O:2][C:3]1[CH:8]=[C:7]([N+:9]([O-:11])=[O:10])[CH:6]=[CH:5][C:4]=1[C:12]1[CH:13]=[CH:14][N:15]([CH2:22][CH2:23][NH2:24])[N:16]=1. (8) Given the reactants [NH2:1][CH2:2][C:3]1[CH:4]=[C:5]2[C:9](=[CH:10][CH:11]=1)[C:8](=[O:12])[N:7]([CH:13]1[CH2:18][CH2:17][C:16](=[O:19])[NH:15][C:14]1=[O:20])[CH2:6]2.[CH2:21]([C:23]1[CH:28]=[CH:27][C:26]([N:29]=[C:30]=[O:31])=[CH:25][CH:24]=1)[CH3:22].Cl, predict the reaction product. The product is: [O:20]=[C:14]1[CH:13]([N:7]2[CH2:6][C:5]3[C:9](=[CH:10][CH:11]=[C:3]([CH2:2][NH:1][C:30]([NH:29][C:26]4[CH:27]=[CH:28][C:23]([CH2:21][CH3:22])=[CH:24][CH:25]=4)=[O:31])[CH:4]=3)[C:8]2=[O:12])[CH2:18][CH2:17][C:16](=[O:19])[NH:15]1.